Task: Binary Classification. Given a drug SMILES string, predict its activity (active/inactive) in a high-throughput screening assay against a specified biological target.. Dataset: Cav3 T-type calcium channel HTS with 100,875 compounds (1) The drug is O=c1[nH]c2c(cc1CN(CCN(C)C)C(=O)Nc1c(OC)cccc1)cc(cc2)CC. The result is 0 (inactive). (2) The result is 0 (inactive). The compound is s1c2c(cc(NCCCN3CCOCC3)cc2)c(=O)c2c1cccc2. (3) The drug is S(CC(=O)NCCN1CCOCC1)c1n(c(nn1)CSc1sc2c(n1)cccc2)C. The result is 0 (inactive). (4) The result is 0 (inactive). The compound is O1c2c(N(CC(=O)NCCN3C(CCCC3)C)C(=O)C1)cccc2. (5) The drug is s1c2c(CCCC2)c2c1NC(NC2=O)c1ccncc1. The result is 0 (inactive).